This data is from Full USPTO retrosynthesis dataset with 1.9M reactions from patents (1976-2016). The task is: Predict the reactants needed to synthesize the given product. (1) The reactants are: [CH2:1]([O:3][C:4](=[O:25])[C:5]1[CH:10]=[CH:9][CH:8]=[C:7]([S:11][C:12]2[C:20]3[C:15](=[C:16]([F:22])[C:17]([Cl:21])=[CH:18][CH:19]=3)[NH:14][C:13]=2[CH3:23])[C:6]=1[F:24])[CH3:2].I[C:27]1[CH:28]=[N:29][N:30]([CH2:32][CH2:33][CH3:34])[CH:31]=1. Given the product [CH2:1]([O:3][C:4](=[O:25])[C:5]1[CH:10]=[CH:9][CH:8]=[C:7]([S:11][C:12]2[C:20]3[C:15](=[C:16]([F:22])[C:17]([Cl:21])=[CH:18][CH:19]=3)[N:14]([C:27]3[CH:28]=[N:29][N:30]([CH2:32][CH2:33][CH3:34])[CH:31]=3)[C:13]=2[CH3:23])[C:6]=1[F:24])[CH3:2], predict the reactants needed to synthesize it. (2) Given the product [CH2:3]([O:10][C:12]1[CH:20]=[CH:19][C:15]([C:16]([OH:18])=[O:17])=[C:14]([C:21]([F:22])([F:24])[F:23])[CH:13]=1)[C:4]1[CH:9]=[CH:8][CH:7]=[CH:6][CH:5]=1, predict the reactants needed to synthesize it. The reactants are: [H-].[Na+].[CH2:3]([OH:10])[C:4]1[CH:9]=[CH:8][CH:7]=[CH:6][CH:5]=1.F[C:12]1[CH:20]=[CH:19][C:15]([C:16]([OH:18])=[O:17])=[C:14]([C:21]([F:24])([F:23])[F:22])[CH:13]=1.Cl. (3) Given the product [CH2:1]([O:3][C:4]([C:6]1([CH:10]([O:32][CH2:34][CH3:35])[C:11]2[CH:12]=[N:13][C:14]([O:17][CH2:18][CH2:19][C:20]3[N:21]=[C:22]([C:26]4[CH:27]=[CH:28][CH:29]=[CH:30][CH:31]=4)[O:23][C:24]=3[CH3:25])=[CH:15][CH:16]=2)[CH2:9][CH2:8][CH2:7]1)=[O:5])[CH3:2], predict the reactants needed to synthesize it. The reactants are: [CH2:1]([O:3][C:4]([C:6]1([CH:10]([OH:32])[C:11]2[CH:12]=[N:13][C:14]([O:17][CH2:18][CH2:19][C:20]3[N:21]=[C:22]([C:26]4[CH:31]=[CH:30][CH:29]=[CH:28][CH:27]=4)[O:23][C:24]=3[CH3:25])=[CH:15][CH:16]=2)[CH2:9][CH2:8][CH2:7]1)=[O:5])[CH3:2].I[CH2:34][CH3:35]. (4) Given the product [F:18][C:15]1[CH:16]=[CH:17][C:12]([C:10]2[CH:9]=[CH:8][C:6]3[N:7]=[C:2]([N:32]4[CH2:36][CH2:35][CH2:34][CH2:33]4)[N:3]=[C:4]([N:19]4[CH2:24][CH2:23][N:22]([C:25]([O:27][C:28]([CH3:31])([CH3:30])[CH3:29])=[O:26])[CH2:21][CH2:20]4)[C:5]=3[N:11]=2)=[CH:13][CH:14]=1, predict the reactants needed to synthesize it. The reactants are: Cl[C:2]1[N:3]=[C:4]([N:19]2[CH2:24][CH2:23][N:22]([C:25]([O:27][C:28]([CH3:31])([CH3:30])[CH3:29])=[O:26])[CH2:21][CH2:20]2)[C:5]2[N:11]=[C:10]([C:12]3[CH:17]=[CH:16][C:15]([F:18])=[CH:14][CH:13]=3)[CH:9]=[CH:8][C:6]=2[N:7]=1.[NH:32]1[CH2:36][CH2:35][CH2:34][CH2:33]1. (5) Given the product [OH:48][CH2:47][C@@H:43]([NH:31][C:29]([C:26]1[N:27]=[N:28][C:23]([C:21]([N:16]2[CH2:17][CH2:18][N:19]([CH3:20])[C@@H:14]([CH:10]([CH2:12][CH3:13])[CH3:11])[CH2:15]2)=[O:22])=[CH:24][C:25]=1[CH2:33][CH:34]([CH3:36])[CH3:35])=[O:30])[CH:44]([CH3:46])[CH3:45], predict the reactants needed to synthesize it. The reactants are: N([O-])=O.[Na+].Cl.C(O)(=O)C.[CH:10]([C@@H:14]1[N:19]([CH3:20])[CH2:18][CH2:17][N:16]([C:21]([C:23]2[N:28]=[N:27][C:26]([C:29]([NH:31]N)=[O:30])=[C:25]([CH2:33][CH:34]([CH3:36])[CH3:35])[CH:24]=2)=[O:22])[CH2:15]1)([CH2:12][CH3:13])[CH3:11].C(=O)(O)[O-].[Na+].N[C@H:43]([CH2:47][OH:48])[CH:44]([CH3:46])[CH3:45]. (6) Given the product [CH3:33][C@@H:28]([O:27][C:25]1[CH:24]=[CH:23][CH:22]=[C:21]2[C:26]=1[C:17]([NH:16][C:12]1[CH:11]=[C:10]3[C:15](=[CH:14][CH:13]=1)[N:7]([CH2:6][C:4]1[N:3]=[CH:2][S:1][CH:5]=1)[N:8]=[CH:9]3)=[N:18][CH:19]=[N:20]2)[C:29](=[O:31])[N:34]1[CH2:38][CH2:37][CH2:36][CH2:35]1, predict the reactants needed to synthesize it. The reactants are: [S:1]1[CH:5]=[C:4]([CH2:6][N:7]2[C:15]3[C:10](=[CH:11][C:12]([NH:16][C:17]4[C:26]5[C:21](=[CH:22][CH:23]=[CH:24][C:25]=5[O:27][C@H:28]([CH3:33])[C:29]([O:31]C)=O)[N:20]=[CH:19][N:18]=4)=[CH:13][CH:14]=3)[CH:9]=[N:8]2)[N:3]=[CH:2]1.[NH:34]1[CH2:38][CH2:37][CH2:36][CH2:35]1. (7) Given the product [Cl:1][C:2]1[CH:7]=[C:6]([Cl:8])[CH:5]=[CH:4][C:3]=1[C:9]1[N:14]=[C:13]([NH:29][CH2:28][CH2:27][NH:26][C:19](=[O:20])[O:21][C:22]([CH3:24])([CH3:23])[CH3:25])[CH:12]=[N:11][C:10]=1[N+:16]([O-:18])=[O:17], predict the reactants needed to synthesize it. The reactants are: [Cl:1][C:2]1[CH:7]=[C:6]([Cl:8])[CH:5]=[CH:4][C:3]=1[C:9]1[C:10]([N+:16]([O-:18])=[O:17])=[N:11][CH:12]=[C:13](Br)[N:14]=1.[C:19]([NH:26][CH2:27][CH2:28][NH2:29])([O:21][C:22]([CH3:25])([CH3:24])[CH3:23])=[O:20].CCN(C(C)C)C(C)C. (8) Given the product [C:12]([C:14]1[O:15][C:16]2[CH:22]=[CH:21][CH:20]=[C:19]([O:23][CH3:24])[C:17]=2[N:18]=1)(=[O:11])[CH3:13], predict the reactants needed to synthesize it. The reactants are: C(Cl)(=O)C(Cl)=O.CS(C)=O.[OH:11][CH:12]([C:14]1[O:15][C:16]2[CH:22]=[CH:21][CH:20]=[C:19]([O:23][CH3:24])[C:17]=2[N:18]=1)[CH3:13].C(N(CC)CC)C. (9) Given the product [CH3:9][C:10]1[CH:15]=[CH:14][C:13]([C:16]2([CH3:18])[O:29][CH2:2][CH2:8][O:17]2)=[CH:12][C:11]=1[NH2:19], predict the reactants needed to synthesize it. The reactants are: O.[C:2]1([CH3:8])C=CC=CC=1.[CH3:9][C:10]1[CH:15]=[CH:14][C:13]([C:16]([CH3:18])=[O:17])=[CH:12][C:11]=1[N+:19]([O-])=O.C1(C)C=CC(S(O)(=O)=[O:29])=CC=1. (10) Given the product [F:1][C:2]1[CH:3]=[C:4]([N:8]2[C@@:12]3([CH2:17][CH2:16][NH:15][C@@H:14]([CH3:28])[CH2:13]3)[C:11]([NH:29][CH3:30])=[N:10][C:9]2=[O:31])[CH:5]=[CH:6][CH:7]=1, predict the reactants needed to synthesize it. The reactants are: [F:1][C:2]1[CH:3]=[C:4]([N:8]2[C@@:12]3([CH2:17][CH2:16][N:15](C(OCC4C=CC=CC=4)=O)[C@@H:14]([CH3:28])[CH2:13]3)[C:11]([NH:29][CH3:30])=[N:10][C:9]2=[O:31])[CH:5]=[CH:6][CH:7]=1.